Dataset: Forward reaction prediction with 1.9M reactions from USPTO patents (1976-2016). Task: Predict the product of the given reaction. Given the reactants [CH2:1]=[CH:2][C:3](=[CH2:5])[CH3:4].[CH2:6]=[CH:7][C:8]1[CH:13]=[CH:12][CH:11]=[CH:10][CH:9]=1, predict the reaction product. The product is: [CH2:6]=[CH:7][C:8]1[CH:13]=[CH:12][CH:11]=[CH:10][CH:9]=1.[CH2:1]=[CH:2][C:3](=[CH2:4])[CH3:5].[CH2:1]=[CH:2][C:3]1[CH:4]=[CH:8][CH:7]=[CH:6][CH:5]=1.